This data is from Reaction yield outcomes from USPTO patents with 853,638 reactions. The task is: Predict the reaction yield, written as a fraction of the theoretical maximum amount of product (1.0 means a 100% yield; for example, 0.34 means a 34% yield). (1) The reactants are Br[C:2]1[C:3](=[O:32])[N:4]([CH2:24][CH2:25][C:26]2[CH:31]=[CH:30][CH:29]=[CH:28][CH:27]=2)[C:5]([C:9]2[CH:14]=[CH:13][CH:12]=[C:11]([F:15])[C:10]=2[O:16]CC2C=CC=CC=2)=[N:6][C:7]=1[CH3:8].[CH3:33][N:34]([C:36]1[CH:41]=[CH:40][C:39](B(O)O)=[CH:38][CH:37]=1)[CH3:35].C(O)C.C(=O)([O-])[O-].[Na+].[Na+]. The catalyst is O1CCOCC1.C1C=CC([P]([Pd]([P](C2C=CC=CC=2)(C2C=CC=CC=2)C2C=CC=CC=2)([P](C2C=CC=CC=2)(C2C=CC=CC=2)C2C=CC=CC=2)[P](C2C=CC=CC=2)(C2C=CC=CC=2)C2C=CC=CC=2)(C2C=CC=CC=2)C2C=CC=CC=2)=CC=1. The product is [CH3:33][N:34]([CH3:35])[C:36]1[CH:41]=[CH:40][C:39]([C:2]2[C:3](=[O:32])[N:4]([CH2:24][CH2:25][C:26]3[CH:31]=[CH:30][CH:29]=[CH:28][CH:27]=3)[C:5]([C:9]3[CH:14]=[CH:13][CH:12]=[C:11]([F:15])[C:10]=3[OH:16])=[N:6][C:7]=2[CH3:8])=[CH:38][CH:37]=1. The yield is 0.720. (2) The reactants are [CH3:1][CH2:2][O:3][C:4]([C:6]1[N:10]=[C:9]([CH:11]2[CH2:16][CH2:15][NH:14][CH2:13][CH2:12]2)[O:8][CH:7]=1)=[O:5].C(N(CC)CC)C.[CH3:24][S:25](Cl)(=[O:27])=[O:26].O. The catalyst is C(Cl)Cl. The product is [CH3:24][S:25]([N:14]1[CH2:15][CH2:16][CH:11]([C:9]2[O:8][CH:7]=[C:6]([C:4]([O:3][CH2:2][CH3:1])=[O:5])[N:10]=2)[CH2:12][CH2:13]1)(=[O:27])=[O:26]. The yield is 0.890. (3) The reactants are [CH:1]1([NH:4][C:5]2[C:10]3[C:11]([C:30]([O:32]C)=O)=[N:12][N:13]([C:14]4[CH:19]=[CH:18][CH:17]=[C:16]([C:20]#[C:21][C@@:22]5([OH:29])[CH2:26][CH2:25][N:24]([CH3:27])[C:23]5=[O:28])[CH:15]=4)[C:9]=3[CH:8]=[CH:7][N:6]=2)[CH2:3][CH2:2]1.[NH3:34]. No catalyst specified. The product is [CH:1]1([NH:4][C:5]2[C:10]3[C:11]([C:30]([NH2:34])=[O:32])=[N:12][N:13]([C:14]4[CH:19]=[CH:18][CH:17]=[C:16]([C:20]#[C:21][C@@:22]5([OH:29])[CH2:26][CH2:25][N:24]([CH3:27])[C:23]5=[O:28])[CH:15]=4)[C:9]=3[CH:8]=[CH:7][N:6]=2)[CH2:3][CH2:2]1. The yield is 0.130. (4) No catalyst specified. The product is [Cl:1][C:2]1[CH:7]=[CH:6][C:5]([NH:8][C:9](=[O:10])[NH:39][C:36]2[CH:37]=[CH:38][C:33]([C:30]3[S:29][C:28]([C:26]([NH:25][CH:20]([CH:19]([CH3:42])[CH3:18])[C:21]([O:23][CH3:24])=[O:22])=[O:27])=[N:32][CH:31]=3)=[CH:34][CH:35]=2)=[C:4]([O:11][C:12]2[CH:13]=[CH:14][CH:15]=[CH:16][CH:17]=2)[CH:3]=1. The yield is 0.600. The reactants are [Cl:1][C:2]1[CH:7]=[CH:6][C:5]([N:8]=[C:9]=[O:10])=[C:4]([O:11][C:12]2[CH:17]=[CH:16][CH:15]=[CH:14][CH:13]=2)[CH:3]=1.[CH3:18][CH:19]([CH3:42])[CH:20]([NH:25][C:26]([C:28]1[S:29][C:30]([C:33]2[CH:38]=[CH:37][C:36]([N+:39]([O-])=O)=[CH:35][CH:34]=2)=[CH:31][N:32]=1)=[O:27])[C:21]([O:23][CH3:24])=[O:22]. (5) The reactants are [F:1][C:2]1[CH:7]=[CH:6][C:5]([CH2:8][C:9]([N:11]2[CH2:15][CH:14]([N:16]3[CH2:21][CH2:20][O:19][CH2:18][CH2:17]3)[CH2:13][N:12]2[C:22]([C:24]2[CH:29]=[CH:28][N:27]=[C:26]([O:30][C:31]3[CH:36]=[CH:35][CH:34]=[CH:33][CH:32]=3)[N:25]=2)=O)=[O:10])=[CH:4][CH:3]=1.[H-].[Na+]. The catalyst is CN(C=O)C. The product is [F:1][C:2]1[CH:3]=[CH:4][C:5]([C:8]2[C:9](=[O:10])[N:11]3[CH2:15][CH:14]([N:16]4[CH2:17][CH2:18][O:19][CH2:20][CH2:21]4)[CH2:13][N:12]3[C:22]=2[C:24]2[CH:29]=[CH:28][N:27]=[C:26]([O:30][C:31]3[CH:32]=[CH:33][CH:34]=[CH:35][CH:36]=3)[N:25]=2)=[CH:6][CH:7]=1. The yield is 0.200. (6) The reactants are [CH2:1]([O:5][C:6]1[CH:10]=[C:9]([CH2:11][CH2:12][C:13]([O:15]CC)=[O:14])[N:8]([CH2:18][C:19]2[CH:24]=[CH:23][C:22]([C:25]([F:28])([F:27])[F:26])=[CH:21][C:20]=2[Cl:29])[N:7]=1)[CH2:2][CH2:3][CH3:4].[OH-].[Na+].O1CCCC1. The catalyst is C(O)C. The product is [CH2:1]([O:5][C:6]1[CH:10]=[C:9]([CH2:11][CH2:12][C:13]([OH:15])=[O:14])[N:8]([CH2:18][C:19]2[CH:24]=[CH:23][C:22]([C:25]([F:28])([F:27])[F:26])=[CH:21][C:20]=2[Cl:29])[N:7]=1)[CH2:2][CH2:3][CH3:4]. The yield is 0.800.